Predict the reaction yield, written as a fraction of the theoretical maximum amount of product (1.0 means a 100% yield; for example, 0.34 means a 34% yield). From a dataset of Reaction yield outcomes from USPTO patents with 853,638 reactions. The reactants are [N+:1]([C:4]1[CH:5]=[C:6]([NH:10][CH2:11][C:12]2[CH:17]=[CH:16][CH:15]=[C:14]([O:18][C:19]([F:24])([F:23])[CH:20]([F:22])[F:21])[CH:13]=2)[CH:7]=[CH:8][CH:9]=1)([O-:3])=[O:2].[F:25][C:26]([F:31])([F:30])[CH:27]1[O:29][CH2:28]1.FC(F)(F)S([O-])(=O)=O.[Yb+3].FC(F)(F)S([O-])(=O)=O.FC(F)(F)S([O-])(=O)=O. The catalyst is C(#N)C. The product is [N+:1]([C:4]1[CH:5]=[C:6]([N:10]([CH2:11][C:12]2[CH:17]=[CH:16][CH:15]=[C:14]([O:18][C:19]([F:23])([F:24])[CH:20]([F:21])[F:22])[CH:13]=2)[CH2:28][CH:27]([OH:29])[C:26]([F:31])([F:30])[F:25])[CH:7]=[CH:8][CH:9]=1)([O-:3])=[O:2]. The yield is 0.450.